From a dataset of Reaction yield outcomes from USPTO patents with 853,638 reactions. Predict the reaction yield, written as a fraction of the theoretical maximum amount of product (1.0 means a 100% yield; for example, 0.34 means a 34% yield). (1) The reactants are [CH3:1][O:2][C:3]1[CH:4]=[C:5]2[C:10](=[CH:11][C:12]=1[O:13][CH3:14])[N:9]=[CH:8][N:7]=[C:6]2[O:15][C:16]1[CH:17]=[N:18][N:19]([CH2:21][C:22](O)=[O:23])[CH:20]=1.[NH2:25][C:26]1[S:27][C:28]([CH2:31][OH:32])=[CH:29][N:30]=1. No catalyst specified. The product is [OH:32][CH2:31][C:28]1[S:27][C:26]([NH:25][C:22](=[O:23])[CH2:21][N:19]2[CH:20]=[C:16]([O:15][C:6]3[C:5]4[C:10](=[CH:11][C:12]([O:13][CH3:14])=[C:3]([O:2][CH3:1])[CH:4]=4)[N:9]=[CH:8][N:7]=3)[CH:17]=[N:18]2)=[N:30][CH:29]=1. The yield is 0.550. (2) The reactants are [NH2:1][C:2]1[N:7]=[CH:6][C:5]([C:8]([N:10]=[S:11]([CH2:14][CH2:15][CH2:16][CH2:17][C:18]([O:20][CH3:21])=[O:19])([CH3:13])=[O:12])=[O:9])=[CH:4][C:3]=1I.[C:23]([C:25]1[CH:26]=[C:27]([NH:31][C:32]([C:34]2[O:35][CH:36]=[CH:37][C:38]=2[CH3:39])=[O:33])[CH:28]=[CH:29][CH:30]=1)#[CH:24].C(N(CC)CC)C. The catalyst is CN(C=O)C.Cl[Pd](Cl)([P](C1C=CC=CC=1)(C1C=CC=CC=1)C1C=CC=CC=1)[P](C1C=CC=CC=1)(C1C=CC=CC=1)C1C=CC=CC=1.[Cu]I.C1(P(C2C=CC=CC=2)C2C=CC=CC=2)C=CC=CC=1. The product is [NH2:1][C:2]1[N:7]=[CH:6][C:5]([C:8]([N:10]=[S:11]([CH2:14][CH2:15][CH2:16][CH2:17][C:18]([O:20][CH3:21])=[O:19])([CH3:13])=[O:12])=[O:9])=[CH:4][C:3]=1[C:24]#[C:23][C:25]1[CH:30]=[CH:29][CH:28]=[C:27]([NH:31][C:32]([C:34]2[O:35][CH:36]=[CH:37][C:38]=2[CH3:39])=[O:33])[CH:26]=1. The yield is 0.700. (3) The reactants are [C:1]([OH:9])(=O)[C:2]1[CH:7]=[CH:6][CH:5]=[N:4][CH:3]=1.C(N1C=CN=C1)(N1C=CN=C1)=O.[NH2:22][C:23]1[CH:24]=[C:25]([CH:29]2[C:38]([CH3:40])([CH3:39])[CH2:37][C:36]3[C:31](=[CH:32][CH:33]=[C:34]([C:41]([OH:43])=[O:42])[CH:35]=3)[NH:30]2)[CH:26]=[CH:27][CH:28]=1. The catalyst is CN(C)C=O. The product is [CH3:39][C:38]1([CH3:40])[CH2:37][C:36]2[C:31](=[CH:32][CH:33]=[C:34]([C:41]([OH:43])=[O:42])[CH:35]=2)[NH:30][CH:29]1[C:25]1[CH:26]=[CH:27][CH:28]=[C:23]([NH:22][C:1]([C:2]2[CH:3]=[N:4][CH:5]=[CH:6][CH:7]=2)=[O:9])[CH:24]=1. The yield is 0.150. (4) The reactants are [NH:1]([C:3]([N:5]1[CH2:10][CH2:9][N:8]([CH2:11][C:12]([O:14][CH3:15])=[O:13])[CH2:7][CH2:6]1)=[S:4])[NH2:2].[Cl:16][C:17]1[CH:18]=[C:19]([C:24]2[S:25][CH:26]=[C:27]([C:30]([CH3:32])=O)[C:28]=2[OH:29])[CH:20]=[CH:21][C:22]=1[Cl:23].CN(C)C=O.Cl. The catalyst is O. The product is [Cl:16][C:17]1[CH:18]=[C:19]([C:24]2[S:25][CH:26]=[C:27]([C:30](=[N:2][NH:1][C:3]([N:5]3[CH2:6][CH2:7][N:8]([CH2:11][C:12]([O:14][CH3:15])=[O:13])[CH2:9][CH2:10]3)=[S:4])[CH3:32])[C:28]=2[OH:29])[CH:20]=[CH:21][C:22]=1[Cl:23]. The yield is 0.180. (5) The reactants are [C:1]([O:5][C:6](=[O:13])[NH:7][CH2:8][CH:9]=[CH:10][CH2:11]Cl)([CH3:4])([CH3:3])[CH3:2].C(N(C(C)C)CC)(C)C.[C:23]([O:27][C:28]([N:30]1[C:34]2[CH:35]=[CH:36][CH:37]=[CH:38][C:33]=2[N:32]=[C:31]1[CH2:39][NH:40][CH:41]1[C:50]2[N:49]=[CH:48][CH:47]=[CH:46][C:45]=2[CH2:44][CH2:43][CH2:42]1)=[O:29])([CH3:26])([CH3:25])[CH3:24]. The catalyst is C(#N)C.[I-].[K+]. The product is [C:23]([O:27][C:28]([N:30]1[C:34]2[CH:35]=[CH:36][CH:37]=[CH:38][C:33]=2[N:32]=[C:31]1[CH2:39][N:40]([CH2:11]/[CH:10]=[CH:9]\[CH2:8][NH:7][C:6]([O:5][C:1]([CH3:2])([CH3:4])[CH3:3])=[O:13])[C@@H:41]1[C:50]2[N:49]=[CH:48][CH:47]=[CH:46][C:45]=2[CH2:44][CH2:43][CH2:42]1)=[O:29])([CH3:26])([CH3:24])[CH3:25]. The yield is 0.880. (6) The reactants are O.[OH-].[Ba+2].[OH-].O.[CH3:6][C:7](=[O:14])[CH2:8][CH2:9][CH2:10][CH2:11][CH2:12][CH3:13].[CH2:15](O)[C:16]1[CH:21]=[CH:20][CH:19]=[CH:18][CH:17]=1. The catalyst is C(OCC)(=O)C. The product is [C:16]1([CH2:15][CH2:6][C:7](=[O:14])[CH2:8][CH2:9][CH2:10][CH2:11][CH2:12][CH3:13])[CH:21]=[CH:20][CH:19]=[CH:18][CH:17]=1. The yield is 0.910. (7) The reactants are [OH:1]/[N:2]=[C:3](\Cl)/[C:4]1[CH:9]=[CH:8][C:7]([F:10])=[CH:6][CH:5]=1.CN([CH:15]=[CH:16][C:17]([O:19][CH2:20][CH3:21])=[O:18])C.C(N(CC)CC)C. The catalyst is C(OCC)C. The product is [CH2:20]([O:19][C:17]([C:16]1[C:3]([C:4]2[CH:9]=[CH:8][C:7]([F:10])=[CH:6][CH:5]=2)=[N:2][O:1][CH:15]=1)=[O:18])[CH3:21]. The yield is 0.880.